This data is from hERG Central: cardiac toxicity at 1µM, 10µM, and general inhibition. The task is: Predict hERG channel inhibition at various concentrations. (1) The compound is Cc1ccc(-c2nn3c(C)nnc3c3ccccc23)cc1S(=O)(=O)N1CCN(CCO)CC1. Results: hERG_inhib (hERG inhibition (general)): blocker. (2) The molecule is COc1ccc(C(CNC(=O)c2cc3c(s2)CCC(C)C3)N2CCCC2)cc1. Results: hERG_inhib (hERG inhibition (general)): blocker. (3) The compound is CCOc1ccc(C(=O)N2CCN(Cc3ccc4c(c3)OCO4)CC2)cc1. Results: hERG_inhib (hERG inhibition (general)): blocker. (4) The compound is O=C(COC(=O)c1cc([N+](=O)[O-])ccc1N1CCOCC1)Nc1ccc(Cl)cn1. Results: hERG_inhib (hERG inhibition (general)): blocker. (5) The molecule is O=C(CN1CCN(C/C=C/c2ccccc2)CC1)Nc1ccc(F)cc1F. Results: hERG_inhib (hERG inhibition (general)): blocker. (6) The molecule is CN1CCN(c2ccccc2NC(=O)c2ccc([N+](=O)[O-])o2)CC1. Results: hERG_inhib (hERG inhibition (general)): blocker. (7) The drug is CCOC(=O)C1CCN(C2=NC(=O)/C(=C/c3ccc(O)cc3)S2)CC1. Results: hERG_inhib (hERG inhibition (general)): blocker.